Dataset: Forward reaction prediction with 1.9M reactions from USPTO patents (1976-2016). Task: Predict the product of the given reaction. (1) Given the reactants C([O:8][C:9]1[C:10]([C:35]([O:37][CH3:38])=[O:36])=[N:11][C:12]([C:15]#[C:16][CH2:17][NH:18][C:19]2[C:28]3[C:23](=[CH:24][CH:25]=[C:26](Cl)[CH:27]=3)[N:22]=[C:21]3[CH2:30][CH2:31][CH2:32][CH2:33][CH2:34][C:20]=23)=[CH:13][CH:14]=1)C1C=CC=CC=1, predict the reaction product. The product is: [OH:8][C:9]1[C:10]([C:35]([O:37][CH3:38])=[O:36])=[N:11][C:12]([CH2:15][CH2:16][CH2:17][NH:18][C:19]2[C:28]3[C:23](=[CH:24][CH:25]=[CH:26][CH:27]=3)[N:22]=[C:21]3[CH2:30][CH2:31][CH2:32][CH2:33][CH2:34][C:20]=23)=[CH:13][CH:14]=1. (2) Given the reactants [C:1]([O:5][C:6]([N:8]1[CH2:13][CH2:12][CH:11]([CH:14]([C:16]2[S:17][C:18]([F:21])=[CH:19][CH:20]=2)[OH:15])[CH2:10][CH2:9]1)=[O:7])([CH3:4])([CH3:3])[CH3:2], predict the reaction product. The product is: [C:1]([O:5][C:6]([N:8]1[CH2:13][CH2:12][CH:11]([C:14]([C:16]2[S:17][C:18]([F:21])=[CH:19][CH:20]=2)=[O:15])[CH2:10][CH2:9]1)=[O:7])([CH3:4])([CH3:2])[CH3:3]. (3) Given the reactants CC(C)([O-])C.[K+].[F:7][C:8]1[CH:13]=[CH:12][CH:11]=[CH:10][C:9]=1[OH:14].[C:15]1(=O)[O:18][CH2:17][CH2:16]1.Cl, predict the reaction product. The product is: [F:7][C:8]1[CH:13]=[CH:12][CH:11]=[C:10]2[C:9]=1[O:14][CH2:15][CH2:16][C:17]2=[O:18]. (4) Given the reactants [F:1][C:2]1[CH:7]=[CH:6][CH:5]=[C:4]([F:8])[C:3]=1[C:9]1[N:14]=[C:13]([C:15]([OH:17])=[O:16])[CH:12]=[CH:11][C:10]=1[F:18].ClC(N(C)C)=C(C)C.[C:27]([O:30][CH:31]1[CH2:36][CH2:35][O:34][C:33]([C:41]2[CH:46]=[CH:45][N:44]=[CH:43][C:42]=2[NH2:47])([C:37]([F:40])([F:39])[F:38])[CH2:32]1)(=[O:29])[CH3:28].[F:48][C:49]([F:64])([F:63])[C:50]1([C:56]2[CH:61]=[CH:60][N:59]=[CH:58][C:57]=2[NH2:62])[CH2:55][CH2:54][CH2:53][CH2:52][O:51]1.N1C=CC=CC=1, predict the reaction product. The product is: [C:27]([O:30][CH:31]1[CH2:36][CH2:35][O:34][C:33]([C:41]2[CH:46]=[CH:45][N:44]=[CH:43][C:42]=2[NH:47][C:15](=[O:17])[C:13]2[CH:12]=[CH:11][C:10]([F:18])=[C:9]([C:3]3[C:4]([F:8])=[CH:5][CH:6]=[CH:7][C:2]=3[F:1])[N:14]=2)([C:37]([F:39])([F:38])[F:40])[CH2:32]1)(=[O:29])[CH3:28].[F:1][C:2]1[CH:7]=[CH:6][CH:5]=[C:4]([F:8])[C:3]=1[C:9]1[N:14]=[C:13]([C:15]([NH:62][C:57]2[CH:58]=[N:59][CH:60]=[CH:61][C:56]=2[C:50]2([C:49]([F:48])([F:63])[F:64])[CH2:55][CH2:54][CH2:53][CH2:52][O:51]2)=[O:16])[CH:12]=[CH:11][C:10]=1[F:18].